Predict which catalyst facilitates the given reaction. From a dataset of Catalyst prediction with 721,799 reactions and 888 catalyst types from USPTO. (1) Reactant: [CH3:1][O:2][C:3]1[CH:4]=[C:5]([CH:19]=[CH:20][CH:21]=1)[CH2:6][NH:7][C:8]1[N:18]=[CH:17][CH:16]=[CH:15][C:9]=1[C:10]([O:12]CC)=[O:11].[OH-].[Na+]. Product: [CH3:1][O:2][C:3]1[CH:4]=[C:5]([CH:19]=[CH:20][CH:21]=1)[CH2:6][NH:7][C:8]1[N:18]=[CH:17][CH:16]=[CH:15][C:9]=1[C:10]([OH:12])=[O:11]. The catalyst class is: 7. (2) Reactant: [CH2:1]([O:8][C:9]1[CH:17]=[C:16]2[C:12]([C:13](=[O:18])[NH:14][NH:15]2)=[CH:11][CH:10]=1)[C:2]1[CH:7]=[CH:6][CH:5]=[CH:4][CH:3]=1.C(N(CC)CC)C.[CH3:26][C:27]([O:30][C:31](O[C:31]([O:30][C:27]([CH3:29])([CH3:28])[CH3:26])=[O:32])=[O:32])([CH3:29])[CH3:28]. Product: [CH2:1]([O:8][C:9]1[CH:17]=[C:16]2[C:12]([C:13](=[O:18])[NH:14][N:15]2[C:31]([O:30][C:27]([CH3:29])([CH3:28])[CH3:26])=[O:32])=[CH:11][CH:10]=1)[C:2]1[CH:7]=[CH:6][CH:5]=[CH:4][CH:3]=1. The catalyst class is: 64. (3) Reactant: Br[C:2]1[CH:7]=[CH:6][C:5](/[CH:8]=[C:9](\[O:15][CH2:16][CH3:17])/[C:10]([O:12][CH2:13][CH3:14])=[O:11])=[CH:4][CH:3]=1.C(=O)([O-])[O-].[Na+].[Na+].[CH3:24][NH:25][C:26]1[CH:31]=[CH:30][CH:29]=[C:28](B2OC(C)(C)C(C)(C)O2)[CH:27]=1. Product: [CH2:16]([O:15]/[C:9](=[CH:8]\[C:5]1[CH:6]=[CH:7][C:2]([C:28]2[CH:29]=[CH:30][CH:31]=[C:26]([NH:25][CH3:24])[CH:27]=2)=[CH:3][CH:4]=1)/[C:10]([O:12][CH2:13][CH3:14])=[O:11])[CH3:17]. The catalyst class is: 133. (4) Reactant: [Br:1][C:2]1[CH:7]=[CH:6][C:5]([S:8]([NH:11][C@H:12]([C:27]([OH:29])=[O:28])[CH2:13][CH2:14][CH2:15][NH:16][S:17]([C:20]2[CH:25]=[CH:24][C:23]([Br:26])=[CH:22][CH:21]=2)(=[O:19])=[O:18])(=[O:10])=[O:9])=[CH:4][CH:3]=1.[H-].[Na+].[H][H].[F:34][C:35]1[CH:42]=[CH:41][C:38]([CH2:39]Br)=[CH:37][CH:36]=1.Cl. Product: [Br:1][C:2]1[CH:7]=[CH:6][C:5]([S:8]([NH:11][C@H:12]([C:27]([OH:29])=[O:28])[CH2:13][CH2:14][CH2:15][N:16]([S:17]([C:20]2[CH:21]=[CH:22][C:23]([Br:26])=[CH:24][CH:25]=2)(=[O:19])=[O:18])[CH2:39][C:38]2[CH:41]=[CH:42][C:35]([F:34])=[CH:36][CH:37]=2)(=[O:10])=[O:9])=[CH:4][CH:3]=1. The catalyst class is: 3. (5) Reactant: [OH:1][C:2]1[CH:3]=[C:4]([CH:7]=[CH:8][C:9]=1[OH:10])[CH:5]=[O:6].[C:11]([O-])([O-])=O.[K+].[K+].Br[CH2:18][CH2:19]Br.[OH2:21]. Product: [CH3:11][O:21][C:8]1[C:9]2[O:10][CH2:18][CH2:19][O:1][C:2]=2[CH:3]=[C:4]([CH:5]=[O:6])[CH:7]=1. The catalyst class is: 3.